This data is from Full USPTO retrosynthesis dataset with 1.9M reactions from patents (1976-2016). The task is: Predict the reactants needed to synthesize the given product. Given the product [C:39]([O:38][C@@H:33]([C:24]1[C:23]([CH3:43])=[CH:22][C:20]2[N:21]=[C:17]([C:2]3[S:3][C:4]([N:7]4[CH2:12][CH2:11][N:10]([CH:13]([CH3:15])[CH3:14])[CH2:9][CH2:8]4)=[CH:5][N:6]=3)[S:18][C:19]=2[C:25]=1[C:26]1[CH:27]=[CH:28][C:29]([Cl:32])=[CH:30][CH:31]=1)[C:34]([O:36][CH3:37])=[O:35])([CH3:42])([CH3:40])[CH3:41], predict the reactants needed to synthesize it. The reactants are: Br[C:2]1[S:3][C:4]([N:7]2[CH2:12][CH2:11][N:10]([CH:13]([CH3:15])[CH3:14])[CH2:9][CH2:8]2)=[CH:5][N:6]=1.Br[C:17]1[S:18][C:19]2[C:25]([C:26]3[CH:31]=[CH:30][C:29]([Cl:32])=[CH:28][CH:27]=3)=[C:24]([C@H:33]([O:38][C:39]([CH3:42])([CH3:41])[CH3:40])[C:34]([O:36][CH3:37])=[O:35])[C:23]([CH3:43])=[CH:22][C:20]=2[N:21]=1.